This data is from Full USPTO retrosynthesis dataset with 1.9M reactions from patents (1976-2016). The task is: Predict the reactants needed to synthesize the given product. (1) Given the product [CH:1]1([NH:5][CH2:7][C:8]([O:10][C:11]([CH3:14])([CH3:13])[CH3:12])=[O:9])[CH2:4][CH2:3][CH2:2]1, predict the reactants needed to synthesize it. The reactants are: [CH:1]1([NH2:5])[CH2:4][CH2:3][CH2:2]1.Br[CH2:7][C:8]([O:10][C:11]([CH3:14])([CH3:13])[CH3:12])=[O:9].C(=O)([O-])[O-].[K+].[K+].O. (2) The reactants are: BrC1C(C)(C)OC2C(C=1)=CC=C(OC)C=2.BrC1C=CC=CC=1[N+]([O-])=O.[CH3:26][O:27][C:28]1[CH:37]=[C:36]2[C:31]([CH:32]=[C:33]([C:40]3[CH:45]=[CH:44][CH:43]=[CH:42][C:41]=3[N+:46]([O-])=O)[C:34]([CH3:39])([CH3:38])[O:35]2)=[CH:30][CH:29]=1. Given the product [CH3:26][O:27][C:28]1[CH:37]=[C:36]2[C:31]([CH2:32][CH:33]([C:40]3[CH:45]=[CH:44][CH:43]=[CH:42][C:41]=3[NH2:46])[C:34]([CH3:39])([CH3:38])[O:35]2)=[CH:30][CH:29]=1, predict the reactants needed to synthesize it. (3) Given the product [F:54][C:53]([F:56])([F:55])[C:51]([O-:57])=[O:52].[CH:10]1[C:11]2[CH:12]([CH2:14][O:15][C:16]([N:18]([CH2:29][C:30](=[O:47])[NH:31][CH2:32][CH2:33][O:34][CH2:35][CH2:36][O:37][CH2:38][CH2:39][C:40]([OH:42])=[O:41])[CH2:19][CH2:20][NH3+:21])=[O:17])[C:13]3[C:5](=[CH:4][CH:3]=[CH:2][CH:1]=3)[C:6]=2[CH:7]=[CH:8][CH:9]=1, predict the reactants needed to synthesize it. The reactants are: [CH:1]1[C:13]2[CH:12]([CH2:14][O:15][C:16]([N:18]([CH2:29][C:30](=[O:47])[NH:31][CH2:32][CH2:33][O:34][CH2:35][CH2:36][O:37][CH2:38][CH2:39][C:40]([O:42]C(C)(C)C)=[O:41])[CH2:19][CH2:20][NH:21]C(=O)OC(C)(C)C)=[O:17])[C:11]3[C:6](=[CH:7][CH:8]=[CH:9][CH:10]=3)[C:5]=2[CH:4]=[CH:3][CH:2]=1.C(Cl)Cl.[C:51]([OH:57])([C:53]([F:56])([F:55])[F:54])=[O:52].